Dataset: Forward reaction prediction with 1.9M reactions from USPTO patents (1976-2016). Task: Predict the product of the given reaction. Given the reactants C[CH:2]1[CH2:6][CH:5]2[CH2:7][N:8]([C:10]3[CH:15]=[CH:14][C:13]([C:16]4[CH:21]=[CH:20][CH:19]=[CH:18][CH:17]=4)=[CH:12][N:11]=3)[CH2:9][CH:4]2[NH:3]1.[C:22]1([CH3:32])[CH:27]=[CH:26][C:25]([S:28]([OH:31])(=[O:30])=[O:29])=[CH:24][CH:23]=1, predict the reaction product. The product is: [C:22]1([CH3:32])[CH:23]=[CH:24][C:25]([S:28]([OH:31])(=[O:29])=[O:30])=[CH:26][CH:27]=1.[CH3:22][N:3]1[CH2:2][CH:6]2[CH:5]([CH2:7][N:8]([C:10]3[CH:15]=[CH:14][C:13]([C:16]4[CH:21]=[CH:20][CH:19]=[CH:18][CH:17]=4)=[CH:12][N:11]=3)[CH2:9]2)[CH2:4]1.